Dataset: Catalyst prediction with 721,799 reactions and 888 catalyst types from USPTO. Task: Predict which catalyst facilitates the given reaction. (1) Reactant: [Cl:1][C:2]1[CH:7]=[CH:6][C:5]([NH2:8])=[C:4]([C:9]#[C:10][C:11]2[CH:16]=[CH:15][CH:14]=[CH:13][C:12]=2[Cl:17])[CH:3]=1.[CH2:18]([O:20][C:21](=[O:26])[CH2:22][C:23](Cl)=[O:24])[CH3:19].C(N(CC)CC)C. Product: [CH2:18]([O:20][C:21](=[O:26])[CH2:22][C:23]([NH:8][C:5]1[CH:6]=[CH:7][C:2]([Cl:1])=[CH:3][C:4]=1[C:9]#[C:10][C:11]1[CH:16]=[CH:15][CH:14]=[CH:13][C:12]=1[Cl:17])=[O:24])[CH3:19]. The catalyst class is: 20. (2) Reactant: [O:1]=[C:2]1[NH:10][C:5]2=[N:6][CH:7]=[CH:8][CH:9]=[C:4]2[C@:3]21[CH2:24][C:13]1[CH:14]=[C:15]3[C:20](=[CH:21][C:12]=1[CH2:11]2)[N:19]=[CH:18][C:17]([CH:22]=[O:23])=[CH:16]3.[BH4-].[Na+]. Product: [NH4+:6].[OH-:1].[OH:23][CH2:22][C:17]1[CH:18]=[N:19][C:20]2[C:15]([CH:16]=1)=[CH:14][C:13]1[CH2:24][C@:3]3([CH2:11][C:12]=1[CH:21]=2)[C:4]1[C:5](=[N:6][CH:7]=[CH:8][CH:9]=1)[NH:10][C:2]3=[O:1]. The catalyst class is: 100.